This data is from Forward reaction prediction with 1.9M reactions from USPTO patents (1976-2016). The task is: Predict the product of the given reaction. (1) The product is: [CH3:26][C:5]([O:14][C:15]1[CH:20]=[CH:19][C:18]([O:21][C:22]([F:25])([F:23])[F:24])=[CH:17][CH:16]=1)([CH2:6][C:7]1[CH:12]=[CH:11][C:10]([O:13][CH2:40][CH2:39][C:30]2[N:31]=[C:32]([C:34]3[S:35][CH:36]=[CH:37][CH:38]=3)[O:33][C:29]=2[CH3:28])=[CH:9][CH:8]=1)[C:4]([OH:3])=[O:27]. Given the reactants C([O:3][C:4](=[O:27])[C:5]([CH3:26])([O:14][C:15]1[CH:20]=[CH:19][C:18]([O:21][C:22]([F:25])([F:24])[F:23])=[CH:17][CH:16]=1)[CH2:6][C:7]1[CH:12]=[CH:11][C:10]([OH:13])=[CH:9][CH:8]=1)C.[CH3:28][C:29]1[O:33][C:32]([C:34]2[S:35][CH:36]=[CH:37][CH:38]=2)=[N:31][C:30]=1[CH2:39][CH2:40]OS(C1C=CC(C)=CC=1)(=O)=O.[K+].[Br-], predict the reaction product. (2) Given the reactants [F:1][C:2]1[CH:7]=[CH:6][CH:5]=[CH:4][C:3]=1[N:8]1[C:16]2[C:11](=[C:12]([N:17]3[CH2:21][CH2:20][NH:19][C:18]3=[O:22])[CH:13]=[CH:14][CH:15]=2)[CH:10]=[N:9]1.[H-].[Na+].Br[CH2:26][C:27]([O:29][C:30]([CH3:33])([CH3:32])[CH3:31])=[O:28], predict the reaction product. The product is: [F:1][C:2]1[CH:7]=[CH:6][CH:5]=[CH:4][C:3]=1[N:8]1[C:16]2[C:11](=[C:12]([N:17]3[CH2:21][CH2:20][N:19]([CH2:26][C:27]([O:29][C:30]([CH3:33])([CH3:32])[CH3:31])=[O:28])[C:18]3=[O:22])[CH:13]=[CH:14][CH:15]=2)[CH:10]=[N:9]1. (3) Given the reactants [C:1]([O:5][C:6](=[O:14])[N:7]([CH2:9][CH2:10][CH2:11][CH2:12][NH2:13])[CH3:8])([CH3:4])([CH3:3])[CH3:2].[C:15]1(=O)[C:19]2[CH:20]=[CH:21][CH:22]=[CH:23][C:18]=2[C:17](=[O:24])[O:16]1, predict the reaction product. The product is: [C:1]([O:5][C:6](=[O:14])[N:7]([CH2:9][CH2:10][CH2:11][CH2:12][N:13]1[C:15](=[O:16])[C:19]2[C:18](=[CH:23][CH:22]=[CH:21][CH:20]=2)[C:17]1=[O:24])[CH3:8])([CH3:4])([CH3:2])[CH3:3]. (4) Given the reactants [CH2:1]([O:8][C:9]1[CH:14]=[CH:13][C:12](/[CH:15]=[CH:16]/[C:17]2[S:21][C:20]([C:22]([O:24][CH2:25][CH3:26])=[O:23])=[CH:19][C:18]=2[N+:27]([O-])=O)=[CH:11][CH:10]=1)[C:2]1[CH:7]=[CH:6][CH:5]=[CH:4][CH:3]=1, predict the reaction product. The product is: [CH2:1]([O:8][C:9]1[CH:14]=[CH:13][C:12]([C:15]2[NH:27][C:18]3[CH:19]=[C:20]([C:22]([O:24][CH2:25][CH3:26])=[O:23])[S:21][C:17]=3[CH:16]=2)=[CH:11][CH:10]=1)[C:2]1[CH:7]=[CH:6][CH:5]=[CH:4][CH:3]=1. (5) Given the reactants [NH:1]1[C:9]2[C:4](=[CH:5][C:6]([NH:10][C:11]3[C:12]4[C:19]5[CH2:20][CH2:21][CH:22]([C:24]([OH:26])=O)[CH2:23][C:18]=5[S:17][C:13]=4[N:14]=[CH:15][N:16]=3)=[CH:7][CH:8]=2)[CH:3]=[N:2]1.[NH2:27][C:28]1[CH:35]=[CH:34][C:31]([C:32]#[N:33])=[CH:30][CH:29]=1, predict the reaction product. The product is: [C:32]([C:31]1[CH:34]=[CH:35][C:28]([NH:27][C:24]([CH:22]2[CH2:21][CH2:20][C:19]3[C:12]4[C:11]([NH:10][C:6]5[CH:5]=[C:4]6[C:9](=[CH:8][CH:7]=5)[NH:1][N:2]=[CH:3]6)=[N:16][CH:15]=[N:14][C:13]=4[S:17][C:18]=3[CH2:23]2)=[O:26])=[CH:29][CH:30]=1)#[N:33]. (6) Given the reactants [CH2:1]([CH:3]([CH2:6][CH2:7][CH2:8][CH3:9])[CH2:4][NH2:5])[CH3:2].[N:10]([CH2:13][CH2:14][CH2:15][CH2:16][CH2:17][CH2:18][N:19]=[C:20]=[O:21])=[C:11]=[O:12], predict the reaction product. The product is: [CH2:18]([NH:19][C:20]([NH:5][CH2:4][CH:3]([CH2:1][CH3:2])[CH2:6][CH2:7][CH2:8][CH3:9])=[O:21])[CH2:17][CH2:16][CH2:15][CH2:14][CH2:13][NH:10][C:11]([NH:5][CH2:4][CH:3]([CH2:1][CH3:2])[CH2:6][CH2:7][CH2:8][CH3:9])=[O:12]. (7) Given the reactants [C:1]([O:5][C:6](=[O:46])[N:7]([C:16]1[CH:21]=[CH:20][C:19]([CH:22]([C:24]2[C:32]3[C:31]([CH:33]4[CH2:35][CH2:34]4)=[N:30][CH:29]=[N:28][C:27]=3[N:26]([S:36]([C:39]3[CH:44]=[CH:43][CH:42]=[CH:41][CH:40]=3)(=[O:38])=[O:37])[CH:25]=2)[OH:23])=[C:18]([F:45])[N:17]=1)[C:8]1[CH:9]=[N:10][C:11]([O:14][CH3:15])=[CH:12][CH:13]=1)([CH3:4])([CH3:3])[CH3:2].CC(OI1(OC(C)=O)(OC(C)=O)OC(=O)C2C=CC=CC1=2)=O, predict the reaction product. The product is: [C:1]([O:5][C:6](=[O:46])[N:7]([C:16]1[CH:21]=[CH:20][C:19]([C:22]([C:24]2[C:32]3[C:31]([CH:33]4[CH2:34][CH2:35]4)=[N:30][CH:29]=[N:28][C:27]=3[N:26]([S:36]([C:39]3[CH:44]=[CH:43][CH:42]=[CH:41][CH:40]=3)(=[O:37])=[O:38])[CH:25]=2)=[O:23])=[C:18]([F:45])[N:17]=1)[C:8]1[CH:9]=[N:10][C:11]([O:14][CH3:15])=[CH:12][CH:13]=1)([CH3:4])([CH3:2])[CH3:3]. (8) Given the reactants [CH2:1]([O:3][C:4]1[CH:9]=[CH:8][C:7]([NH:10][C:11]2[N:16]3[N:17]=[CH:18][CH:19]=[C:15]3[C:14]([C:20]#[N:21])=[C:13]([OH:22])[C:12]=2[CH3:23])=[CH:6][CH:5]=1)[CH3:2].[C:24](O[C:24]([O:26][C:27]([CH3:30])([CH3:29])[CH3:28])=[O:25])([O:26][C:27]([CH3:30])([CH3:29])[CH3:28])=[O:25].[OH-].[Na+], predict the reaction product. The product is: [C:27]([O:26][C:24]([N:10]([C:11]1[N:16]2[N:17]=[CH:18][CH:19]=[C:15]2[C:14]([C:20]#[N:21])=[C:13]([OH:22])[C:12]=1[CH3:23])[C:7]1[CH:6]=[CH:5][C:4]([O:3][CH2:1][CH3:2])=[CH:9][CH:8]=1)=[O:25])([CH3:30])([CH3:29])[CH3:28]. (9) Given the reactants [CH3:1][C:2]1[N:3]=[C:4]([C:7]2[CH:12]=[CH:11][C:10]([OH:13])=[CH:9][CH:8]=2)[S:5][CH:6]=1.[Cl:14][C:15]1[CH:29]=[C:28]([O:30][CH2:31][CH:32]=[C:33]([Cl:35])[Cl:34])[CH:27]=[C:26]([Cl:36])[C:16]=1[O:17][CH2:18][CH2:19][CH2:20]OS(C)(=O)=O.C(=O)([O-])[O-].[K+].[K+], predict the reaction product. The product is: [Cl:14][C:15]1[CH:29]=[C:28]([O:30][CH2:31][CH:32]=[C:33]([Cl:35])[Cl:34])[CH:27]=[C:26]([Cl:36])[C:16]=1[O:17][CH2:18][CH2:19][CH2:20][O:13][C:10]1[CH:11]=[CH:12][C:7]([C:4]2[S:5][CH:6]=[C:2]([CH3:1])[N:3]=2)=[CH:8][CH:9]=1. (10) Given the reactants Br[C:2]1[C:3]([F:11])=[C:4]([C:7]([F:10])=[CH:8][CH:9]=1)[CH:5]=[O:6].C(=O)([O-])[O-].[Na+].[Na+].[CH:18]1(B(O)O)[CH2:20][CH2:19]1, predict the reaction product. The product is: [CH:18]1([C:2]2[C:3]([F:11])=[C:4]([C:7]([F:10])=[CH:8][CH:9]=2)[CH:5]=[O:6])[CH2:20][CH2:19]1.